Dataset: Forward reaction prediction with 1.9M reactions from USPTO patents (1976-2016). Task: Predict the product of the given reaction. (1) Given the reactants [CH2:1]([N:8]1[CH2:13][CH2:12][N:11]([C:14]2[CH:21]=[CH:20][C:17]([C:18]#[N:19])=[C:16]([Cl:22])[CH:15]=2)[C:10]([CH3:24])([CH3:23])[C:9]1=O)[C:2]1[CH:7]=[CH:6][CH:5]=[CH:4][CH:3]=1.C[SiH](C)O[SiH](C)C, predict the reaction product. The product is: [CH2:1]([N:8]1[CH2:13][CH2:12][N:11]([C:14]2[CH:21]=[CH:20][C:17]([C:18]#[N:19])=[C:16]([Cl:22])[CH:15]=2)[C:10]([CH3:24])([CH3:23])[CH2:9]1)[C:2]1[CH:3]=[CH:4][CH:5]=[CH:6][CH:7]=1. (2) The product is: [CH3:28][N:29]1[C:37]([CH3:38])=[C:36]2[C:31]([CH:32]=[C:33]([NH:39][C:2]3[N:7]=[C:6]([N:8]([CH3:26])[CH:9]4[CH2:10][CH2:11][C:12]5([CH2:16][N:15]([C:17]([O:19][C:20]([CH3:23])([CH3:22])[CH3:21])=[O:18])[CH2:14][CH2:13]5)[CH2:24][CH2:25]4)[CH:5]=[CH:4][N:3]=3)[CH:34]=[CH:35]2)=[N:30]1. Given the reactants Cl[C:2]1[N:7]=[C:6]([N:8]([CH3:26])[CH:9]2[CH2:25][CH2:24][C:12]3([CH2:16][N:15]([C:17]([O:19][C:20]([CH3:23])([CH3:22])[CH3:21])=[O:18])[CH2:14][CH2:13]3)[CH2:11][CH2:10]2)[CH:5]=[CH:4][N:3]=1.Cl.[CH3:28][N:29]1[C:37]([CH3:38])=[C:36]2[C:31]([CH:32]=[C:33]([NH2:39])[CH:34]=[CH:35]2)=[N:30]1.CCN(C(C)C)C(C)C, predict the reaction product.